This data is from Forward reaction prediction with 1.9M reactions from USPTO patents (1976-2016). The task is: Predict the product of the given reaction. (1) Given the reactants [CH3:1][O:2][C:3](=[O:27])[CH2:4][C:5]1[CH:6]=[C:7]([C:13]2[CH:18]=[CH:17][C:16]([C:19]([F:22])([F:21])[F:20])=[CH:15][C:14]=2[CH2:23][NH:24][CH2:25][CH3:26])[C:8]([O:11][CH3:12])=[CH:9][CH:10]=1.[CH3:28][O:29][CH2:30][C:31](Cl)=[O:32], predict the reaction product. The product is: [CH3:1][O:2][C:3](=[O:27])[CH2:4][C:5]1[CH:6]=[C:7]([C:13]2[CH:18]=[CH:17][C:16]([C:19]([F:20])([F:22])[F:21])=[CH:15][C:14]=2[CH2:23][N:24]([CH2:25][CH3:26])[C:31](=[O:32])[CH2:30][O:29][CH3:28])[C:8]([O:11][CH3:12])=[CH:9][CH:10]=1. (2) Given the reactants [Br:1][C:2]1[CH:7]=[CH:6][C:5]([C:8]([F:11])([F:10])[F:9])=[CH:4][C:3]=1[C:12]1[CH2:17][CH2:16][N:15]([C:18]([O:20][C:21]([CH3:24])([CH3:23])[CH3:22])=[O:19])[CH2:14][CH:13]=1.C(OC(OC(C)(C)C)=O)(OC(C)(C)C)=O.C(N(CC)CC)C, predict the reaction product. The product is: [Br:1][C:2]1[CH:7]=[CH:6][C:5]([C:8]([F:11])([F:9])[F:10])=[CH:4][C:3]=1[CH:12]1[CH2:17][CH2:16][N:15]([C:18]([O:20][C:21]([CH3:24])([CH3:23])[CH3:22])=[O:19])[CH2:14][CH2:13]1. (3) Given the reactants Cl.[NH:2]1[CH2:7][CH2:6][CH:5]([NH:8][C:9]([C:11]2[C:15]3[N:16]=[CH:17][N:18]=[C:19]([C:20]4[CH:25]=[C:24]([F:26])[CH:23]=[CH:22][C:21]=4[O:27][CH2:28][CH:29]4[CH2:31][CH2:30]4)[C:14]=3[NH:13][CH:12]=2)=[O:10])[CH2:4][CH2:3]1.[CH3:32][O:33][CH2:34][C:35](Cl)=[O:36], predict the reaction product. The product is: [CH3:32][O:33][CH2:34][C:35]([N:2]1[CH2:3][CH2:4][CH:5]([NH:8][C:9]([C:11]2[C:15]3[N:16]=[CH:17][N:18]=[C:19]([C:20]4[CH:25]=[C:24]([F:26])[CH:23]=[CH:22][C:21]=4[O:27][CH2:28][CH:29]4[CH2:30][CH2:31]4)[C:14]=3[NH:13][CH:12]=2)=[O:10])[CH2:6][CH2:7]1)=[O:36].